Dataset: HIV replication inhibition screening data with 41,000+ compounds from the AIDS Antiviral Screen. Task: Binary Classification. Given a drug SMILES string, predict its activity (active/inactive) in a high-throughput screening assay against a specified biological target. (1) The drug is O=S1(=O)OC2(CCCCC2)c2ccccc21. The result is 0 (inactive). (2) The drug is O=C(OCc1ccccc1)c1ccc(NCc2cc(O)ccc2O)cc1. The result is 0 (inactive). (3) The compound is Oc1cc(CC2(O)CCCCC2)c2ccccc2n1. The result is 0 (inactive). (4) The molecule is O=S(=O)(O)SCCCNCCCCCCNCCCSS(=O)(=O)O. The result is 0 (inactive). (5) The compound is O=C1N(c2ccccc2)SN2C3C=CC(C4CC43)N12. The result is 0 (inactive). (6) The drug is O=C1CN=C(c2ccccn2)c2cc(Cl)ccc2N1. The result is 0 (inactive).